From a dataset of Reaction yield outcomes from USPTO patents with 853,638 reactions. Predict the reaction yield, written as a fraction of the theoretical maximum amount of product (1.0 means a 100% yield; for example, 0.34 means a 34% yield). (1) The reactants are [F:1][C:2]1[CH:7]=[CH:6][C:5]([N:8]2[CH2:17][CH2:16][C:15]3[C:10](=[CH:11][CH:12]=[C:13]([OH:18])[CH:14]=3)[CH:9]2[CH2:19][C:20]2[CH:25]=[CH:24][C:23]([O:26][CH2:27][CH2:28][CH:29]3[CH2:34][CH2:33][CH2:32][CH2:31][NH:30]3)=[CH:22][CH:21]=2)=[CH:4][CH:3]=1.[CH3:35][S:36](Cl)(=[O:38])=[O:37]. The catalyst is N1C=CC=CC=1. The product is [CH3:35][S:36]([O:18][C:13]1[CH:14]=[C:15]2[C:10](=[CH:11][CH:12]=1)[CH:9]([CH2:19][C:20]1[CH:25]=[CH:24][C:23]([O:26][CH2:27][CH2:28][CH:29]3[CH2:34][CH2:33][CH2:32][CH2:31][NH:30]3)=[CH:22][CH:21]=1)[N:8]([C:5]1[CH:6]=[CH:7][C:2]([F:1])=[CH:3][CH:4]=1)[CH2:17][CH2:16]2)(=[O:38])=[O:37]. The yield is 0.130. (2) The reactants are [N:1]([CH2:4][C@@H:5]1[CH2:10][CH2:9][O:8][C@H:7]([O:11][C@@H:12]([C:14]2[CH:19]=[C:18]([C:20]([F:23])([F:22])[F:21])[CH:17]=[C:16]([C:24]([F:27])([F:26])[F:25])[CH:15]=2)[CH3:13])[C@H:6]1[C:28]1[CH:33]=[CH:32][CH:31]=[CH:30][CH:29]=1)=[N+]=[N-]. The catalyst is [Pd].O1CCCC1. The product is [F:22][C:20]([F:21])([F:23])[C:18]1[CH:19]=[C:14]([C@H:12]([O:11][C@@H:7]2[C@@H:6]([C:28]3[CH:33]=[CH:32][CH:31]=[CH:30][CH:29]=3)[C@H:5]([CH2:4][NH2:1])[CH2:10][CH2:9][O:8]2)[CH3:13])[CH:15]=[C:16]([C:24]([F:27])([F:25])[F:26])[CH:17]=1. The yield is 1.00. (3) The reactants are [OH:1][C:2]1[N:10]=[CH:9][C:8]([N+:11]([O-:13])=[O:12])=[CH:7][C:3]=1[C:4]([OH:6])=[O:5].S(Cl)(Cl)=O.[CH3:18]O. No catalyst specified. The product is [N+:11]([C:8]1[CH:7]=[C:3]([C:4]([O:6][CH3:18])=[O:5])[C:2](=[O:1])[NH:10][CH:9]=1)([O-:13])=[O:12]. The yield is 0.990.